From a dataset of Retrosynthesis with 50K atom-mapped reactions and 10 reaction types from USPTO. Predict the reactants needed to synthesize the given product. (1) The reactants are: Clc1ccc2scc(CBr)c2c1.c1ccc(N2CCNCC2)nc1. Given the product Clc1ccc2scc(CN3CCN(c4ccccn4)CC3)c2c1, predict the reactants needed to synthesize it. (2) Given the product Cc1ccc(S(=O)(=O)n2cc(CCc3cccnc3)c3ccccc32)cc1, predict the reactants needed to synthesize it. The reactants are: Cc1ccc(S(=O)(=O)n2cc(/C=C/c3cccnc3)c3ccccc32)cc1. (3) Given the product CC(C)(C)OC(=O)Nc1cc(Oc2ccc([N+](=O)[O-])cn2)c(Cl)cc1F, predict the reactants needed to synthesize it. The reactants are: CC(C)(C)OC(=O)Nc1cc(O)c(Cl)cc1F.O=[N+]([O-])c1ccc(Cl)nc1. (4) Given the product CC(C)(C)OC(=O)CN(C(=O)c1c(F)cccc1F)c1cccc(Br)c1, predict the reactants needed to synthesize it. The reactants are: CC(C)(C)OC(=O)CBr.O=C(Nc1cccc(Br)c1)c1c(F)cccc1F. (5) Given the product COC1=C(OC)C(=O)C(Cc2ccc(CC(=O)N3CCCCC3)cc2)=C(C)C1=O, predict the reactants needed to synthesize it. The reactants are: C1CCNCC1.COC1=C(OC)C(=O)C(Cc2ccc(CC(=O)O)cc2)=C(C)C1=O. (6) Given the product N#Cc1cc(Br)ccc1-n1cccn1, predict the reactants needed to synthesize it. The reactants are: N#Cc1cc(Br)ccc1F.c1cn[nH]c1. (7) Given the product COC(=O)C(Cc1c[nH]c2c(Br)cccc12)NC(=O)[C@@H](NC(=O)OCc1ccccc1)C(C)C, predict the reactants needed to synthesize it. The reactants are: CC(C)[C@H](NC(=O)OCc1ccccc1)C(=O)O.COC(=O)C(N)Cc1c[nH]c2c(Br)cccc12. (8) Given the product CCCCNc1ncc(Br)c2[nH]c3ccc(F)cc3c12, predict the reactants needed to synthesize it. The reactants are: CCCCN.Fc1ccc2[nH]c3c(Br)cnc(Cl)c3c2c1.